Dataset: TCR-epitope binding with 47,182 pairs between 192 epitopes and 23,139 TCRs. Task: Binary Classification. Given a T-cell receptor sequence (or CDR3 region) and an epitope sequence, predict whether binding occurs between them. (1) The epitope is YVLDHLIVV. The TCR CDR3 sequence is CASRTTSGGASEQFF. Result: 1 (the TCR binds to the epitope). (2) The TCR CDR3 sequence is CASSPGTGELFF. The epitope is FVRATATIPI. Result: 0 (the TCR does not bind to the epitope). (3) The epitope is GTITVEELK. The TCR CDR3 sequence is CATSTPNTEAFF. Result: 0 (the TCR does not bind to the epitope). (4) The epitope is HTTDPSFLGRY. The TCR CDR3 sequence is CASSQDQAGAGETQYF. Result: 1 (the TCR binds to the epitope). (5) The TCR CDR3 sequence is CASSQEAGTSGNNEQFF. The epitope is SFHSLHLLF. Result: 0 (the TCR does not bind to the epitope). (6) The epitope is SEPVLKGVKL. The TCR CDR3 sequence is CAISAPGQGNTPSSPLHF. Result: 0 (the TCR does not bind to the epitope). (7) The epitope is YIFFASFYY. The TCR CDR3 sequence is CASSEGQGTDTEAFF. Result: 1 (the TCR binds to the epitope).